Task: Predict the product of the given reaction.. Dataset: Forward reaction prediction with 1.9M reactions from USPTO patents (1976-2016) (1) Given the reactants [CH:1]([C:4]1[N:5]=[C:6]([CH2:9][O:10][C:11]2[CH:16]=[CH:15][N:14]=[C:13]([NH2:17])[CH:12]=2)[S:7][CH:8]=1)([CH3:3])[CH3:2].[C:18](OC1C=CC(Cl)=C(Cl)C=1Cl)(=[O:23])[CH2:19][C:20]([O-])=[O:21], predict the reaction product. The product is: [OH:23][C:18]1[N:17]=[C:13]2[CH:12]=[C:11]([O:10][CH2:9][C:6]3[S:7][CH:8]=[C:4]([CH:1]([CH3:3])[CH3:2])[N:5]=3)[CH:16]=[CH:15][N:14]2[C:20](=[O:21])[CH:19]=1. (2) The product is: [C:28]([C:25]1[CH:26]=[CH:27][C:22]([C:19]2[N:20]=[CH:21][C:16]([CH:10]([S:7]([C:1]3[CH:2]=[CH:3][CH:4]=[CH:5][CH:6]=3)(=[O:8])=[O:9])[C:11]#[N:12])=[CH:17][C:18]=2[CH3:32])=[CH:23][CH:24]=1)([CH3:31])([CH3:30])[CH3:29]. Given the reactants [C:1]1([S:7]([CH2:10][C:11]#[N:12])(=[O:9])=[O:8])[CH:6]=[CH:5][CH:4]=[CH:3][CH:2]=1.[H-].[Na+].Br[C:16]1[CH:17]=[C:18]([CH3:32])[C:19]([C:22]2[CH:27]=[CH:26][C:25]([C:28]([CH3:31])([CH3:30])[CH3:29])=[CH:24][CH:23]=2)=[N:20][CH:21]=1.[Cl-].[NH4+], predict the reaction product. (3) Given the reactants [C:1]([CH2:3][CH2:4][CH2:5][C:6]([NH:8][CH2:9][C:10]1([C:16]2[S:17][CH:18]=[C:19]([C:21]3[CH:26]=[CH:25][CH:24]=[CH:23][CH:22]=3)[N:20]=2)[CH2:15][CH2:14][O:13][CH2:12][CH2:11]1)=[O:7])#[N:2].OC1C=CC=C2C=1N=CC=C2.Cl.[NH2:39][OH:40].C(=O)([O-])[O-].[Na+].[Na+], predict the reaction product. The product is: [NH2:2][C:1](=[N:39][OH:40])[CH2:3][CH2:4][CH2:5][C:6]([NH:8][CH2:9][C:10]1([C:16]2[S:17][CH:18]=[C:19]([C:21]3[CH:22]=[CH:23][CH:24]=[CH:25][CH:26]=3)[N:20]=2)[CH2:15][CH2:14][O:13][CH2:12][CH2:11]1)=[O:7]. (4) Given the reactants [CH:1]1([OH:5])[CH2:4][CH2:3][CH2:2]1.[H-].[Na+].[C:8]([C:12]1[N:13]=[C:14](Cl)[C:15]2[N:20]=[N:19][N:18]([CH2:21][C:22]3[CH:27]=[CH:26][CH:25]=[CH:24][C:23]=3[Cl:28])[C:16]=2[N:17]=1)([CH3:11])([CH3:10])[CH3:9].C(O)=O, predict the reaction product. The product is: [C:8]([C:12]1[N:13]=[C:14]([O:5][CH:1]2[CH2:4][CH2:3][CH2:2]2)[C:15]2[N:20]=[N:19][N:18]([CH2:21][C:22]3[CH:27]=[CH:26][CH:25]=[CH:24][C:23]=3[Cl:28])[C:16]=2[N:17]=1)([CH3:11])([CH3:9])[CH3:10]. (5) Given the reactants C[O:2][C:3]([C:5]1[N:6]=[CH:7][N:8]([CH2:10][O:11][CH2:12][CH2:13][Si:14]([CH3:17])([CH3:16])[CH3:15])[CH:9]=1)=[O:4].[OH-].[Na+:19], predict the reaction product. The product is: [Na+:19].[CH3:15][Si:14]([CH3:17])([CH3:16])[CH2:13][CH2:12][O:11][CH2:10][N:8]1[CH:9]=[C:5]([C:3]([O-:4])=[O:2])[N:6]=[CH:7]1. (6) Given the reactants Br[C:2]1[N:7]=[N:6][C:5]([N:8]2[CH2:14][CH:13]3[N:15]([CH3:16])[CH:10]([CH2:11][CH2:12]3)[CH2:9]2)=[CH:4][CH:3]=1.[S:17]1[CH:21]=[CH:20][CH:19]=[C:18]1B(O)O.C(O)CCO.C(=O)([O-])[O-].[K+].[K+].[OH-].[Na+], predict the reaction product. The product is: [CH3:16][N:15]1[CH:13]2[CH2:12][CH2:11][CH:10]1[CH2:9][N:8]([C:5]1[N:6]=[N:7][C:2]([C:18]3[S:17][CH:21]=[CH:20][CH:19]=3)=[CH:3][CH:4]=1)[CH2:14]2. (7) Given the reactants [F:1][C:2]1[CH:7]=[C:6]([F:8])[CH:5]=[CH:4][C:3]=1[C:9]1[CH:14]=[CH:13][C:12]([S:15]([NH:18][C:19]2[CH:24]=[CH:23][CH:22]=[C:21]([CH:25]3[CH2:27][O:26]3)[CH:20]=2)(=[O:17])=[O:16])=[CH:11][CH:10]=1.[CH3:28][NH2:29], predict the reaction product. The product is: [F:1][C:2]1[CH:7]=[C:6]([F:8])[CH:5]=[CH:4][C:3]=1[C:9]1[CH:14]=[CH:13][C:12]([S:15]([NH:18][C:19]2[CH:24]=[CH:23][CH:22]=[C:21]([CH:25]([NH:29][CH3:28])[CH2:27][OH:26])[CH:20]=2)(=[O:17])=[O:16])=[CH:11][CH:10]=1. (8) Given the reactants [CH3:1][S:2][C:3]1[CH:8]=[CH:7][C:6]([B:9]([OH:11])[OH:10])=[CH:5][C:4]=1[C:12]([F:15])([F:14])[F:13].O[C:17]([C:20](O)([CH3:22])[CH3:21])([CH3:19])[CH3:18].C(OCC)C.O, predict the reaction product. The product is: [CH3:18][C:17]1([CH3:19])[C:20]([CH3:22])([CH3:21])[O:11][B:9]([C:6]2[CH:7]=[CH:8][C:3]([S:2][CH3:1])=[C:4]([C:12]([F:15])([F:13])[F:14])[CH:5]=2)[O:10]1. (9) Given the reactants [ClH:1].[CH3:2][C:3]1[N:40]=[C:6]2[N:7]=[C:8]([C:17]3[CH:22]=[CH:21][C:20]([CH2:23][N:24]4[CH2:29][CH2:28][CH:27]([C:30]5[N:34]=[C:33]([C:35]6[S:36][CH:37]=[CH:38][N:39]=6)[NH:32][N:31]=5)[CH2:26][CH2:25]4)=[CH:19][CH:18]=3)[C:9]([C:11]3[CH:16]=[CH:15][CH:14]=[CH:13][CH:12]=3)=[CH:10][N:5]2[N:4]=1, predict the reaction product. The product is: [ClH:1].[CH3:2][C:3]1[N:40]=[C:6]2[N:7]=[C:8]([C:17]3[CH:22]=[CH:21][C:20]([CH2:23][N:24]4[CH2:29][CH2:28][CH:27]([C:30]5[N:34]=[C:33]([C:35]6[S:36][CH:37]=[CH:38][N:39]=6)[NH:32][N:31]=5)[CH2:26][CH2:25]4)=[CH:19][CH:18]=3)[C:9]([C:11]3[CH:12]=[CH:13][CH:14]=[CH:15][CH:16]=3)=[CH:10][N:5]2[N:4]=1. (10) Given the reactants [F:1][C:2]1[CH:22]=[CH:21][CH:20]=[CH:19][C:3]=1[CH2:4][CH2:5][NH:6][C:7](=O)[C:8]1[CH:13]=[CH:12][C:11]([C:14]([F:17])([F:16])[F:15])=[CH:10][CH:9]=1.O=P12OP3(OP(OP(O3)(O1)=O)(=O)O2)=O.C(OCC)(=O)C.[OH-].[K+], predict the reaction product. The product is: [F:1][C:2]1[CH:22]=[CH:21][CH:20]=[C:19]2[C:3]=1[CH2:4][CH2:5][N:6]=[C:7]2[C:8]1[CH:13]=[CH:12][C:11]([C:14]([F:17])([F:16])[F:15])=[CH:10][CH:9]=1.